Dataset: Full USPTO retrosynthesis dataset with 1.9M reactions from patents (1976-2016). Task: Predict the reactants needed to synthesize the given product. (1) The reactants are: C([O:3][C:4](=O)[C:5]1[CH:10]=[C:9]([Cl:11])[C:8]([O:12][C:13]2[CH:18]=[CH:17][C:16]([O:19][CH3:20])=[C:15]([CH:21]([CH3:23])[CH3:22])[CH:14]=2)=[C:7]([Cl:24])[CH:6]=1)C.[H-].C([Al+]CC(C)C)C(C)C. Given the product [Cl:11][C:9]1[CH:10]=[C:5]([CH2:4][OH:3])[CH:6]=[C:7]([Cl:24])[C:8]=1[O:12][C:13]1[CH:18]=[CH:17][C:16]([O:19][CH3:20])=[C:15]([CH:21]([CH3:23])[CH3:22])[CH:14]=1, predict the reactants needed to synthesize it. (2) Given the product [NH:3]1[C:7]2[CH:8]=[CH:9][CH:10]=[CH:11][C:6]=2[N:5]=[C:4]1[NH:12][CH2:13][CH2:14][CH2:15][C:16]([OH:18])=[O:17], predict the reactants needed to synthesize it. The reactants are: [OH-].[Na+].[NH:3]1[C:7]2[CH:8]=[CH:9][CH:10]=[CH:11][C:6]=2[N:5]=[C:4]1[NH:12][CH2:13][CH2:14][CH2:15][C:16]([O:18]CC)=[O:17]. (3) Given the product [NH2:33][CH2:32][CH2:31][CH2:30][CH2:29][NH:34][C:23]1[C:22]([C:21]#[C:20][C:16]2[CH:15]=[C:14]([NH:13][C:11]([NH:10][C:7]3[CH:6]=[C:5]([C:1]([CH3:4])([CH3:3])[CH3:2])[O:9][N:8]=3)=[O:12])[CH:19]=[CH:18][CH:17]=2)=[CH:27][N:26]=[CH:25][N:24]=1, predict the reactants needed to synthesize it. The reactants are: [C:1]([C:5]1[O:9][N:8]=[C:7]([NH:10][C:11]([NH:13][C:14]2[CH:19]=[CH:18][CH:17]=[C:16]([C:20]#[C:21][C:22]3[C:23](Cl)=[N:24][CH:25]=[N:26][CH:27]=3)[CH:15]=2)=[O:12])[CH:6]=1)([CH3:4])([CH3:3])[CH3:2].[CH2:29]([NH2:34])[CH2:30][CH2:31][CH2:32][NH2:33].